From a dataset of Experimentally validated miRNA-target interactions with 360,000+ pairs, plus equal number of negative samples. Binary Classification. Given a miRNA mature sequence and a target amino acid sequence, predict their likelihood of interaction. (1) Result: 0 (no interaction). The protein sequence of the target gene is MVDAGGRCAAEGWRRMEAPPEGADLVPLDRYDAARAKIAANLQWICAKAYGLDNIPEDLRDPFYIDQYEQEHIKPPVIKLLLSSELYCRVCSLILKGDQVATLQGHQSVIQALSRKGIYVMESDDTPVTDADLSQAPIKMSGHMAMVDALMMAYTVEMISIEKVVASVKRFSTFSASKELPYDLEDAMVFWINKVNLKMREITEKEVKLKQQPLESPAHQKVRYRREHLSARQSPYFPLLEDLMRDGSDGAALLAVVHYYCPEQMKLDDICLKEVPSMADSLYNIRLLREFSNEHLNKCF.... The miRNA is hsa-miR-337-5p with sequence GAACGGCUUCAUACAGGAGUU. (2) The miRNA is hsa-miR-6722-5p with sequence AGGCGCACCCGACCACAUGC. The protein sequence of the target gene is MATSNNPRKFSEKIALHNQKQAEETAAFEEVMKDLSLTRAARLQLQKSQYLQLGPSRGQYYGGSLPNVNQIGSSSVDLAFQTPFQSSGLDTSRTTRHHGLVDRVYRERGRLGSPHRRPLSVDKHGRQADSCPYGTVYLSPPADTSWRRTNSDSALHQSTMTPSQAESFTGGSQDAHQKRVLLLTVPGMEDTGAETDKTLSKQSWDSKKAGSRPKSCEVPGINIFPSADQENTTALIPATHNTGGSLPDLTNIHFPSPLPTPLDPEEPPFPALTSSSSTGSLAHLGVGGAGQGMNTPSSSP.... Result: 0 (no interaction). (3) The miRNA is rno-miR-30e-5p with sequence UGUAAACAUCCUUGACUGGAAG. The protein sequence of the target gene is MTLILTSLLFFGLSLGPRTRVQAENLPKPILWAEPGPVITWHNPVTIWCQGTLEAQGYRLDKEGNSMSRHILKTLESENKVKLSIPSMMWEHAGRYHCYYQSPAGWSEPSDPLELVVTAYSRPTLSALPSPVVTSGVNVTLRCASRLGLGRFTLIEEGDHRLSWTLNSHQHNHGKFQALFPMGPLTFSNRGTFRCYGYENNTPYVWSEPSDPLQLLVSGVSRKPSLLTLQGPVVTPGENLTLQCGSDVGYIRYTLYKEGADGLPQRPGRQPQAGLSQANFTLSPVSRSYGGQYRCYGAHN.... Result: 0 (no interaction). (4) The miRNA is rno-miR-181a-5p with sequence AACAUUCAACGCUGUCGGUGAGU. The protein sequence of the target gene is MDEAVGDLKQALPCVAESPTVHVEVHQRGSSTAKKEDINLSVRKLLNRHNIVFGDYTWTEFDEPFLTRNVQSVSIIDTELKVKDSQPIDLSACTVALHIFQLNEDGPSSENLEEETENIIAANHWVLPAAEFHGLWDSLVYDVEVKSHLLDYVMTTLLFSDKNVNSNLITWNRVVLLHGPPGTGKTSLCKALAQKLTIRLSSRYRYGQLIEINSHSLFSKWFSESGKLVTKMFQKIQDLIDDKDALVFVLIDEVESLTAARNACRAGTEPSDAIRVVNAVLTQIDQIKRHSNVVILTTSN.... Result: 0 (no interaction). (5) The miRNA is hsa-miR-4257 with sequence CCAGAGGUGGGGACUGAG. The protein sequence of the target gene is MHLLPALAGVLATLVLAQPCEGTDPASPGAVETSVLRDCIAEAKLLVDAAYNWTQKSIKQRLRSGSASPMDLLSYFKQPVAATRTVVRAADYMHVALGLLEEKLQPQRSGPFNVTDVLTEPQLRLLSQASGCALRDQAERCSDKYRTITGRCNNKRRPLLGASNQALARWLPAEYEDGLSLPFGWTPSRRRNGFLLPLVRAVSNQIVRFPNERLTSDRGRALMFMQWGQFIDHDLDFSPESPARVAFTAGVDCERTCAQLPPCFPIKIPPNDPRIKNQRDCIPFFRSAPSCPQNKNRVRN.... Result: 0 (no interaction). (6) The miRNA is hsa-miR-555 with sequence AGGGUAAGCUGAACCUCUGAU. The protein sequence of the target gene is MDSAAAAFALDKPALGPGPPPPPPALGPGDCAQARKNFSVSHLLDLEEVAAAGRLAARPGARAEAREGAAREPSGGSSGSEAAPQDGECPSPGRGSAAKRKKKQRRNRTTFNSSQLQALERVFERTHYPDAFVREELARRVNLSEARVQVWFQNRRAKFRRNERAMLASRSASLLKSYSQEAAIEQPVAPRPTALSPDYLSWTASSPYSTVPPYSPGSSGPATPGVNMANSIASLRLKAKEFSLHHSQVPTVN. Result: 0 (no interaction). (7) The miRNA is hsa-miR-518a-5p with sequence CUGCAAAGGGAAGCCCUUUC. The protein sequence of the target gene is MFTLAEVASLNDIQPTYRILKPWWDVFMDYLAVVMLMVAIFAGTMQLTKDQVVCLPVLPSPANSKAHTPPGNADITTEVPRMETATHQDQNGQTTTNDVAFGTSAVTPDIPLQATHPHAESTLPNQEAKKEKRDPTGRKTNLDFQQYVFINQMCYHLALPWYSKYFPYLALIHTIILMVSSNFWFKYPKTCSKVEHFVSILGKCFESPWTTKALSETACEDSEENKQRITGAQTLPKHVSTSSDEGSPSASTPMINKTGFKFSAEKPVIEVPSMTILDKKDGEQAKALFEKVRKFRAHVE.... Result: 0 (no interaction).